This data is from HIV replication inhibition screening data with 41,000+ compounds from the AIDS Antiviral Screen. The task is: Binary Classification. Given a drug SMILES string, predict its activity (active/inactive) in a high-throughput screening assay against a specified biological target. (1) The drug is CCOC(=O)Oc1c(Cl)cc(C(=CCCC2CCC3(C)C(CCC4C3CCC3(C)C(C(C)CCCC(C)C)CCC43)C2)c2cc(Cl)c(OC(=O)OCC)c(C(=O)OCC)c2)cc1C(=O)OCC. The result is 0 (inactive). (2) The drug is O=C(c1nc2ccc([N+](=O)[O-])cc2nc1O)C(O)c1ccc2c(c1)OCO2. The result is 0 (inactive). (3) The drug is CC(=O)OC1(Sc2ccccc2)CC2C3COC(C)(C)OC3CCC2(C)CC1=O. The result is 0 (inactive). (4) The molecule is CCOC(=O)c1c(SC(=O)C=Cc2ccccc2)n(-c2ccccc2)c(=S)n(-c2ccccc2)c1=O. The result is 0 (inactive).